Dataset: Forward reaction prediction with 1.9M reactions from USPTO patents (1976-2016). Task: Predict the product of the given reaction. (1) Given the reactants [Cl:1][C:2]1[N:3]=[CH:4][CH:5]=[C:6]2[CH:10]=[C:9]([CH:11]=O)[NH:8][C:7]=12.[CH2:13]([NH2:20])[C:14]1[CH:19]=[CH:18][CH:17]=[CH:16][CH:15]=1.[BH4-].[Na+], predict the reaction product. The product is: [ClH:1].[CH2:13]([NH:20][CH2:11][C:9]1[NH:8][C:7]2=[C:2]([Cl:1])[N:3]=[CH:4][CH:5]=[C:6]2[CH:10]=1)[C:14]1[CH:19]=[CH:18][CH:17]=[CH:16][CH:15]=1. (2) Given the reactants [Li]CCCC.[Br:6][C:7]1[CH:12]=[C:11]([F:13])[CH:10]=[CH:9][C:8]=1I.[F:15][CH:16]([F:22])[C:17](OCC)=[O:18].Cl, predict the reaction product. The product is: [Br:6][C:7]1[CH:12]=[C:11]([F:13])[CH:10]=[CH:9][C:8]=1[C:17](=[O:18])[CH:16]([F:22])[F:15]. (3) Given the reactants [F:1][C:2]([F:26])([F:25])[C:3]1[CH:8]=[CH:7][CH:6]=[CH:5][C:4]=1[O:9][CH:10]1[CH2:15][CH2:14][N:13]([C:16]2[S:17][C:18]([S:21](O)(=[O:23])=[O:22])=[CH:19][N:20]=2)[CH2:12][CH2:11]1.P(Cl)(Cl)(Cl)(Cl)[Cl:28].O, predict the reaction product. The product is: [F:1][C:2]([F:26])([F:25])[C:3]1[CH:8]=[CH:7][CH:6]=[CH:5][C:4]=1[O:9][CH:10]1[CH2:15][CH2:14][N:13]([C:16]2[S:17][C:18]([S:21]([Cl:28])(=[O:23])=[O:22])=[CH:19][N:20]=2)[CH2:12][CH2:11]1. (4) Given the reactants [F:1][C:2]([F:18])([F:17])[C:3]1[N:7]([C:8]2[CH:16]=[CH:15][C:11]([C:12]([OH:14])=O)=[CH:10][CH:9]=2)[N:6]=[CH:5][CH:4]=1.C(Cl)(C(Cl)=O)=O.N1C=CC=CC=1.[F:31][C:32]([F:41])([F:40])[C:33]1[CH:39]=[CH:38][C:36]([NH2:37])=[CH:35][CH:34]=1, predict the reaction product. The product is: [F:31][C:32]([F:40])([F:41])[C:33]1[CH:34]=[CH:35][C:36]([NH:37][C:12](=[O:14])[C:11]2[CH:10]=[CH:9][C:8]([N:7]3[C:3]([C:2]([F:1])([F:18])[F:17])=[CH:4][CH:5]=[N:6]3)=[CH:16][CH:15]=2)=[CH:38][CH:39]=1.